From a dataset of Retrosynthesis with 50K atom-mapped reactions and 10 reaction types from USPTO. Predict the reactants needed to synthesize the given product. Given the product CC1(C)OC(=O)C(=CC(=O)N(Cc2ccc(F)cc2)OCCCN2CCOCC2)O1, predict the reactants needed to synthesize it. The reactants are: CC1(C)OC(=O)C(=CC(=O)Cl)O1.Fc1ccc(CNOCCCN2CCOCC2)cc1.